This data is from Full USPTO retrosynthesis dataset with 1.9M reactions from patents (1976-2016). The task is: Predict the reactants needed to synthesize the given product. (1) Given the product [CH3:16][C:17]([S@:20](/[N:22]=[CH:14]/[C:4]1[CH:3]=[C:2]([CH3:1])[C:7]([O:8][CH2:9][C:10]([F:13])([F:12])[F:11])=[CH:6][N:5]=1)=[O:21])([CH3:19])[CH3:18], predict the reactants needed to synthesize it. The reactants are: [CH3:1][C:2]1[C:7]([O:8][CH2:9][C:10]([F:13])([F:12])[F:11])=[CH:6][N:5]=[C:4]([CH:14]=O)[CH:3]=1.[CH3:16][C:17]([S@:20]([NH2:22])=[O:21])([CH3:19])[CH3:18].O.CCOC(C)=O. (2) Given the product [OH:12][C:9]1[CH:8]=[CH:7][C:6]([O:5][CH2:4][C:3]([OH:13])=[O:2])=[CH:11][CH:10]=1, predict the reactants needed to synthesize it. The reactants are: C[O:2][C:3](=[O:13])[CH2:4][O:5][C:6]1[CH:11]=[CH:10][C:9]([OH:12])=[CH:8][CH:7]=1.Cl. (3) Given the product [Cl:16][C:13]1[CH:14]=[CH:15][C:10]([CH2:9][N:4]2[C:3](=[O:17])[C:2]([Br:1])=[N:7][N:6]([C:24]3[CH:25]=[C:20]([CH:21]=[CH:22][CH:23]=3)[C:18]#[N:19])[C:5]2=[O:8])=[CH:11][CH:12]=1, predict the reactants needed to synthesize it. The reactants are: [Br:1][C:2]1[C:3](=[O:17])[N:4]([CH2:9][C:10]2[CH:15]=[CH:14][C:13]([Cl:16])=[CH:12][CH:11]=2)[C:5](=[O:8])[NH:6][N:7]=1.[C:18]([C:20]1[CH:21]=[C:22](B(O)O)[CH:23]=[CH:24][CH:25]=1)#[N:19].N1C=CC=CC=1.[N+]1([O-])C=CC=CC=1. (4) Given the product [N+:12]([O-:14])([O:11][CH2:10][CH:9]([O:15][N+:16]([O-:18])=[O:17])[CH2:8][CH2:7][CH2:6][CH2:5][OH:4])=[O:13], predict the reactants needed to synthesize it. The reactants are: C([O:4][CH2:5][CH2:6][CH2:7][CH2:8][CH:9]([O:15][N+:16]([O-:18])=[O:17])[CH2:10][O:11][N+:12]([O-:14])=[O:13])(=O)C.[OH-].[Na+].